This data is from Full USPTO retrosynthesis dataset with 1.9M reactions from patents (1976-2016). The task is: Predict the reactants needed to synthesize the given product. (1) The reactants are: C(O[C:4]([C@@H:6]1[CH2:11][CH2:10][C@@H:9]([NH:12][C:13]([O:15][CH2:16][C:17]2[CH:22]=[CH:21][CH:20]=[CH:19][CH:18]=2)=[O:14])[C@H:8]([NH:23][C:24]([O:26][C:27]([CH3:30])([CH3:29])[CH3:28])=[O:25])[CH2:7]1)=[O:5])C.[OH-].[Li+].O.[OH-].[Li+].Cl.Cl.[CH3:38][NH:39][CH3:40].ON1C2C=CC=CC=2N=N1.Cl.CN(C)CCCN=C=NCC. Given the product [CH2:16]([O:15][C:13](=[O:14])[NH:12][C@@H:9]1[CH2:10][CH2:11][C@@H:6]([C:4]([N:39]([CH3:40])[CH3:38])=[O:5])[CH2:7][C@H:8]1[NH:23][C:24]([O:26][C:27]([CH3:30])([CH3:29])[CH3:28])=[O:25])[C:17]1[CH:18]=[CH:19][CH:20]=[CH:21][CH:22]=1, predict the reactants needed to synthesize it. (2) Given the product [C:50]([O:54][C:55]([N:57]1[C:65]2[C:60](=[CH:61][CH:62]=[CH:63][CH:64]=2)[CH:59]=[C:58]1[C:66]1[CH:71]=[CH:70][CH:69]=[C:68]([NH:72][C:23]([C:18]2[C:19](=[O:22])[O:20][C:21]3[C:16]([CH:17]=2)=[CH:15][CH:14]=[CH:13][C:12]=3[O:11][CH3:10])=[O:25])[CH:67]=1)=[O:56])([CH3:53])([CH3:51])[CH3:52], predict the reactants needed to synthesize it. The reactants are: CCN(C(C)C)C(C)C.[CH3:10][O:11][C:12]1[CH:13]=[CH:14][CH:15]=[C:16]2[C:21]=1[O:20][C:19](=[O:22])[C:18]([C:23]([OH:25])=O)=[CH:17]2.CN(C(ON1N=NC2C=CC=NC1=2)=[N+](C)C)C.F[P-](F)(F)(F)(F)F.[C:50]([O:54][C:55]([N:57]1[C:65]2[C:60](=[CH:61][CH:62]=[CH:63][CH:64]=2)[CH:59]=[C:58]1[C:66]1[CH:71]=[CH:70][CH:69]=[C:68]([NH2:72])[CH:67]=1)=[O:56])([CH3:53])([CH3:52])[CH3:51]. (3) Given the product [C:13]([C:17]1[CH:21]=[C:20]([NH:22][C:6](=[O:7])[NH:30][C:31]2[C:40]3[C:35](=[CH:36][CH:37]=[CH:38][CH:39]=3)[C:34]([O:41][C:42]3[CH:47]=[CH:46][N:45]=[C:44]([NH:48][C:49]([N:51]4[CH2:55][CH2:54][C@@H:53]([N:56]([CH3:58])[CH3:57])[CH2:52]4)=[O:50])[CH:43]=3)=[CH:33][CH:32]=2)[N:19]([C:23]2[CH:24]=[CH:25][C:26]([CH3:29])=[CH:27][CH:28]=2)[N:18]=1)([CH3:16])([CH3:15])[CH3:14], predict the reactants needed to synthesize it. The reactants are: C1N=CN([C:6](N2C=NC=C2)=[O:7])C=1.[C:13]([C:17]1[CH:21]=[C:20]([NH2:22])[N:19]([C:23]2[CH:28]=[CH:27][C:26]([CH3:29])=[CH:25][CH:24]=2)[N:18]=1)([CH3:16])([CH3:15])[CH3:14].[NH2:30][C:31]1[C:40]2[C:35](=[CH:36][CH:37]=[CH:38][CH:39]=2)[C:34]([O:41][C:42]2[CH:47]=[CH:46][N:45]=[C:44]([NH:48][C:49]([N:51]3[CH2:55][CH2:54][C@@H:53]([N:56]([CH3:58])[CH3:57])[CH2:52]3)=[O:50])[CH:43]=2)=[CH:33][CH:32]=1. (4) Given the product [Cl:1][C:2]1[C:3]([CH3:55])=[C:4]([C:18]2[C:26]3[C:25]([O:27][C@H:28]([CH2:34][C:35]4[CH:40]=[CH:39][CH:38]=[CH:37][C:36]=4[OH:41])[C:29]([O:31][CH2:32][CH3:33])=[O:30])=[N:24][CH:23]=[N:22][C:21]=3[S:20][C:19]=2[C:48]2[CH:49]=[CH:50][C:51]([F:54])=[CH:52][CH:53]=2)[CH:5]=[N:6][C:7]=1[O:8][CH2:9][CH2:10][N:11]1[CH2:12][CH2:13][N:14]([CH3:17])[CH2:15][CH2:16]1, predict the reactants needed to synthesize it. The reactants are: [Cl:1][C:2]1[C:3]([CH3:55])=[C:4]([C:18]2[C:26]3[C:25]([O:27][C@H:28]([CH2:34][C:35]4[CH:40]=[CH:39][CH:38]=[CH:37][C:36]=4[O:41]C4CCCCO4)[C:29]([O:31][CH2:32][CH3:33])=[O:30])=[N:24][CH:23]=[N:22][C:21]=3[S:20][C:19]=2[C:48]2[CH:53]=[CH:52][C:51]([F:54])=[CH:50][CH:49]=2)[CH:5]=[N:6][C:7]=1[O:8][CH2:9][CH2:10][N:11]1[CH2:16][CH2:15][N:14]([CH3:17])[CH2:13][CH2:12]1.Cl.C([O-])(O)=O.[Na+]. (5) Given the product [C:1]([O:5][C:6](=[O:15])[NH:7][C:8]1[CH:13]=[C:12]([CH2:14][C:33]([OH:35])([C:27]2[CH:32]=[CH:31][CH:30]=[CH:29][CH:28]=2)[CH3:34])[CH:11]=[CH:10][N:9]=1)([CH3:4])([CH3:3])[CH3:2], predict the reactants needed to synthesize it. The reactants are: [C:1]([O:5][C:6](=[O:15])[NH:7][C:8]1[CH:13]=[C:12]([CH3:14])[CH:11]=[CH:10][N:9]=1)([CH3:4])([CH3:3])[CH3:2].[Li]CCCC.CCCCCC.[C:27]1([C:33](=[O:35])[CH3:34])[CH:32]=[CH:31][CH:30]=[CH:29][CH:28]=1.[NH4+].[Cl-]. (6) The reactants are: [C:1]12([CH3:11])[C:7]([CH3:9])([CH3:8])[CH:4]([CH2:5][CH2:6]1)[CH2:3][CH:2]2[NH2:10].C12(C)C(C)(C)C(CC1)CC2N.CS(O)(=O)=O. Given the product [C@:1]12([CH3:11])[C:7]([CH3:8])([CH3:9])[CH:4]([CH2:5][CH2:6]1)[CH2:3][CH:2]2[NH2:10], predict the reactants needed to synthesize it. (7) Given the product [C:20]([O:24][C:25](=[O:26])[NH:10][CH:8]([C:5]1[CH:6]=[N:7][C:2]([F:1])=[CH:3][CH:4]=1)[CH3:9])([CH3:23])([CH3:22])[CH3:21], predict the reactants needed to synthesize it. The reactants are: [F:1][C:2]1[N:7]=[CH:6][C:5]([CH:8]([NH2:10])[CH3:9])=[CH:4][CH:3]=1.C(N(C(C)C)CC)(C)C.[C:20]([O:24][C:25](O[C:25]([O:24][C:20]([CH3:23])([CH3:22])[CH3:21])=[O:26])=[O:26])([CH3:23])([CH3:22])[CH3:21]. (8) Given the product [CH3:25][O:18][C:17]([C:16]1[N:15]=[C:14]([C:20]([F:21])([F:22])[F:23])[N:11]2[CH2:12][CH2:13][N:8]([C:6]([O:5][C:1]([CH3:4])([CH3:2])[CH3:3])=[O:7])[CH:9]([CH3:24])[C:10]=12)=[O:19], predict the reactants needed to synthesize it. The reactants are: [C:1]([O:5][C:6]([N:8]1[CH2:13][CH2:12][N:11]2[C:14]([C:20]([F:23])([F:22])[F:21])=[N:15][C:16]([C:17]([OH:19])=[O:18])=[C:10]2[CH:9]1[CH3:24])=[O:7])([CH3:4])([CH3:3])[CH3:2].[C:25](=O)(O)[O-].[Na+].IC. (9) Given the product [Br:18][CH:5]([C:6]1[CH:16]=[CH:15][CH:14]=[CH:13][C:7]=1[C:8]([O:10][CH2:11][CH3:12])=[O:9])[C:4]([O:3][CH2:1][CH3:2])=[O:17], predict the reactants needed to synthesize it. The reactants are: [CH2:1]([O:3][C:4](=[O:17])[CH2:5][C:6]1[CH:16]=[CH:15][CH:14]=[CH:13][C:7]=1[C:8]([O:10][CH2:11][CH3:12])=[O:9])[CH3:2].[Br:18]Br. (10) Given the product [CH3:1][O:2][C:3]([C:5]1[N:6]([CH3:10])[C:7]([CH2:11][OH:12])=[N:8][CH:9]=1)=[O:4], predict the reactants needed to synthesize it. The reactants are: [CH3:1][O:2][C:3]([C:5]1[N:6]([CH3:10])[CH:7]=[N:8][CH:9]=1)=[O:4].[CH2:11]=[O:12].ClCCl.